Dataset: Retrosynthesis with 50K atom-mapped reactions and 10 reaction types from USPTO. Task: Predict the reactants needed to synthesize the given product. (1) Given the product O=C(O)CCCOc1cnc(N(Cc2cc(C(F)(F)F)cc(C(F)(F)F)c2)Cc2cc(C(F)(F)F)ccc2Oc2ncccn2)nc1, predict the reactants needed to synthesize it. The reactants are: CCOC(=O)CCCOc1cnc(N(Cc2cc(C(F)(F)F)cc(C(F)(F)F)c2)Cc2cc(C(F)(F)F)ccc2Oc2ncccn2)nc1. (2) Given the product CNC(=O)CC(NCCN(Cc1ccc2c(c1)OCO2)C(=O)OC(C)(C)C)c1cc(C)nc(-n2ccnc2)n1, predict the reactants needed to synthesize it. The reactants are: CCOC(=O)CC(NCCN(Cc1ccc2c(c1)OCO2)C(=O)OC(C)(C)C)c1cc(C)nc(-n2ccnc2)n1.CN. (3) Given the product O=C1CC(c2ccccc2Cl)=Nc2c1cccc2C(=O)OCCO, predict the reactants needed to synthesize it. The reactants are: O=C(O)c1cccc2c1N=C(c1ccccc1Cl)CC2=O.OCCO. (4) Given the product CC(C)(F)Cn1c(CCO)nc2c(N)nc3cccnc3c21, predict the reactants needed to synthesize it. The reactants are: CC(C)(F)Cn1c(CCOCc2ccccc2)nc2c(N)nc3cccnc3c21. (5) The reactants are: O=S(=O)(c1ccc(Cl)cc1)C(F)(F)F.Oc1ccc(Cl)c(Cl)c1. Given the product O=S(=O)(c1ccc(Oc2ccc(Cl)c(Cl)c2)cc1)C(F)(F)F, predict the reactants needed to synthesize it. (6) Given the product N[C@H]1CCCN(Cc2ccccc2)C1, predict the reactants needed to synthesize it. The reactants are: CC(C)(C)OC(=O)N[C@H]1CCCN(Cc2ccccc2)C1. (7) The reactants are: CI.COc1cccc(Nc2nc(Cl)nc3ccccc23)c1OC. Given the product COc1cccc(N(C)c2nc(Cl)nc3ccccc23)c1OC, predict the reactants needed to synthesize it.